Dataset: Reaction yield outcomes from USPTO patents with 853,638 reactions. Task: Predict the reaction yield, written as a fraction of the theoretical maximum amount of product (1.0 means a 100% yield; for example, 0.34 means a 34% yield). (1) The reactants are [C:1]([O:5][C:6]([N:8]1[CH2:13][CH2:12][C:11](=[CH2:14])[CH2:10][C@H:9]1[C:15]([O:17][CH2:18][C:19]1[CH:24]=[CH:23][CH:22]=[CH:21][CH:20]=1)=[O:16])=[O:7])([CH3:4])([CH3:3])[CH3:2].[N+](=[CH2:27])=[N-]. The catalyst is C1COCC1.CCOCC. The product is [C:1]([O:5][C:6]([N:8]1[CH2:13][CH2:12][C:11]2([CH2:27][CH2:14]2)[CH2:10][C@H:9]1[C:15]([O:17][CH2:18][C:19]1[CH:20]=[CH:21][CH:22]=[CH:23][CH:24]=1)=[O:16])=[O:7])([CH3:4])([CH3:2])[CH3:3]. The yield is 0.880. (2) The reactants are [Cl:1][C:2]1[CH:7]=[CH:6][N:5]=[C:4]2[CH:8]=[C:9]([Sn](CCCC)(CCCC)CCCC)[S:10][C:3]=12.ClC1C=CN=C2C=C(C3SC=CN=3)SC=12.Br[C:40]1[N:41]=[CH:42][N:43]([CH3:45])[CH:44]=1. No catalyst specified. The product is [Cl:1][C:2]1[CH:7]=[CH:6][N:5]=[C:4]2[CH:8]=[C:9]([C:40]3[N:41]=[CH:42][N:43]([CH3:45])[CH:44]=3)[S:10][C:3]=12. The yield is 0.290. (3) The yield is 0.540. The catalyst is CN(C)C1C=CN=CC=1.CN(C)C=O.C(OCC)(=O)C. The product is [CH3:51][O:55][C:29]1[CH:28]=[C:27]([N:30]2[CH2:31][CH2:32][O:33][CH2:34][CH2:35]2)[CH:26]=[CH:25][C:24]=1[NH:23][C:21]([C:18]1[O:19][C:20]2[C:15]([C:16](=[O:36])[CH:17]=1)=[CH:14][CH:13]=[CH:12][C:11]=2[N:85]1[CH2:74][CH2:73][N:72]([CH3:75])[CH2:70][CH2:71]1)=[O:22]. The reactants are CN1CCN(C2C=C[C:11]3[C:12](C=2)=[CH:13][CH:14]=[C:15]2[C:20]=3[O:19][C:18]([C:21]([NH:23][C:24]3[CH:29]=[CH:28][C:27]([N:30]4[CH2:35][CH2:34][O:33][CH2:32][CH2:31]4)=[CH:26][CH:25]=3)=[O:22])=[CH:17][C:16]2=[O:36])CC1.C1C=CC2N(O)N=NC=2C=1.CN([C:51]([O:55]N1N=NC2C=CC=CC1=2)=[N+](C)C)C.[B-](F)(F)(F)F.[CH2:70]([N:72]([CH2:75]C)[CH2:73][CH3:74])[CH3:71].COC1C=C([N:85]2CCOCC2)C=CC=1N. (4) The reactants are [CH3:1][CH:2]1[CH2:11][C:10]2[N:9]=[N:8][C:7]([C:12]3[CH:17]=[CH:16][CH:15]=[C:14]([C:18]([F:21])([F:20])[F:19])[CH:13]=3)=[CH:6][C:5]=2[C:4](=[O:22])[CH2:3]1.[Br-].C(=O)(O)[O-].[Na+]. The catalyst is C(OCC)(=O)C. The product is [CH3:1][C:2]1[CH:3]=[C:4]([OH:22])[C:5]2[CH:6]=[C:7]([C:12]3[CH:17]=[CH:16][CH:15]=[C:14]([C:18]([F:21])([F:20])[F:19])[CH:13]=3)[N:8]=[N:9][C:10]=2[CH:11]=1. The yield is 0.0550. (5) The product is [CH3:1][O:2][C:3]1[CH:4]=[C:5]([NH:11][C:12]2[C:13]3[N:38]=[CH:37][S:36][C:14]=3[N:15]=[C:16]([N:18]3[CH2:22][CH2:21][CH:20]([NH:23][C:24]([C:26]4[CH:27]=[CH:28][C:29]([C:32]([OH:34])=[O:33])=[N:30][CH:31]=4)=[O:25])[CH2:19]3)[N:17]=2)[CH:6]=[CH:7][C:8]=1[O:9][CH3:10]. The catalyst is O1CCOCC1.O. The yield is 0.848. The reactants are [CH3:1][O:2][C:3]1[CH:4]=[C:5]([NH:11][C:12]2[C:13]3[N:38]=[CH:37][S:36][C:14]=3[N:15]=[C:16]([N:18]3[CH2:22][CH2:21][CH:20]([NH:23][C:24]([C:26]4[CH:27]=[CH:28][C:29]([C:32]([O:34]C)=[O:33])=[N:30][CH:31]=4)=[O:25])[CH2:19]3)[N:17]=2)[CH:6]=[CH:7][C:8]=1[O:9][CH3:10].[OH-].[Na+]. (6) The reactants are [F:1][C:2]1[CH:3]=[C:4]([C:10](=[O:12])[CH3:11])[CH:5]=[C:6]([F:9])[C:7]=1[OH:8].Br[CH2:14][CH2:15][CH2:16][Cl:17].C([O-])([O-])=O.[K+].[K+]. The catalyst is CC(C)=O. The product is [Cl:17][CH2:16][CH2:15][CH2:14][O:8][C:7]1[C:2]([F:1])=[CH:3][C:4]([C:10](=[O:12])[CH3:11])=[CH:5][C:6]=1[F:9]. The yield is 1.00. (7) The reactants are CC([N:5]([CH2:9][C:10]1[N:32]([S:33]([C:36]2[CH:41]=[CH:40][CH:39]=[CH:38][CH:37]=2)(=[O:35])=[O:34])[C:13]2=[N:14][CH:15]=[CH:16][C:17]([C:18]3[CH:23]=[CH:22][C:21]([S:24]([N:27]4[CH2:31][CH2:30][CH2:29][CH2:28]4)(=[O:26])=[O:25])=[CH:20][CH:19]=3)=[C:12]2[CH:11]=1)C(=O)[O-])(C)C. The catalyst is C(Cl)Cl.C(O)(C(F)(F)F)=O.C(=O)([O-])O.[Na+]. The product is [C:36]1([S:33]([N:32]2[C:13]3=[N:14][CH:15]=[CH:16][C:17]([C:18]4[CH:23]=[CH:22][C:21]([S:24]([N:27]5[CH2:31][CH2:30][CH2:29][CH2:28]5)(=[O:26])=[O:25])=[CH:20][CH:19]=4)=[C:12]3[CH:11]=[C:10]2[CH2:9][NH2:5])(=[O:35])=[O:34])[CH:37]=[CH:38][CH:39]=[CH:40][CH:41]=1. The yield is 0.810. (8) The reactants are COC1C=CC(C[N:8](CC2C=CC(OC)=CC=2)[C:9]2[N:14]=[C:13]([CH3:15])[N:12]=[C:11]([C:16]3[C:17]([NH:34][C:35]4[CH:44]=[C:43]5[C:38]([CH:39]=[CH:40][CH:41]=[N:42]5)=[CH:37][CH:36]=4)=[N:18][CH:19]=[C:20]([C@H:22]([N:24]4[CH2:29][CH2:28][N:27]([S:30]([CH3:33])(=[O:32])=[O:31])[CH2:26][CH2:25]4)[CH3:23])[CH:21]=3)[N:10]=2)=CC=1.FC(F)(F)S(O)(=O)=O.[C:64]([OH:70])([C:66]([F:69])([F:68])[F:67])=[O:65]. No catalyst specified. The product is [F:67][C:66]([F:69])([F:68])[C:64]([OH:70])=[O:65].[NH2:8][C:9]1[N:14]=[C:13]([CH3:15])[N:12]=[C:11]([C:16]2[C:17]([NH:34][C:35]3[CH:44]=[C:43]4[C:38]([CH:39]=[CH:40][CH:41]=[N:42]4)=[CH:37][CH:36]=3)=[N:18][CH:19]=[C:20]([C@H:22]([N:24]3[CH2:25][CH2:26][N:27]([S:30]([CH3:33])(=[O:31])=[O:32])[CH2:28][CH2:29]3)[CH3:23])[CH:21]=2)[N:10]=1. The yield is 0.365. (9) The reactants are [CH2:1]([C@H:8]1[CH2:16][O:15][CH2:14][C@H:13]([NH:17][C:18]([O:20][C:21]([CH3:24])([CH3:23])[CH3:22])=[O:19])[C:12](=[O:25])[O:11][C@@H:10]([CH3:26])[C@@H:9]1[O:27]/[CH:28]=[CH:29]/[C:30]([O:32]CC1C=CC=CC=1)=[O:31])[C:2]1[CH:7]=[CH:6][CH:5]=[CH:4][CH:3]=1. The catalyst is CCOC(C)=O.[Pd]. The product is [CH2:1]([C@H:8]1[CH2:16][O:15][CH2:14][C@H:13]([NH:17][C:18]([O:20][C:21]([CH3:22])([CH3:23])[CH3:24])=[O:19])[C:12](=[O:25])[O:11][C@@H:10]([CH3:26])[C@@H:9]1[O:27][CH2:28][CH2:29][C:30]([OH:32])=[O:31])[C:2]1[CH:7]=[CH:6][CH:5]=[CH:4][CH:3]=1. The yield is 1.04.